From a dataset of Reaction yield outcomes from USPTO patents with 853,638 reactions. Predict the reaction yield, written as a fraction of the theoretical maximum amount of product (1.0 means a 100% yield; for example, 0.34 means a 34% yield). (1) The reactants are S(Cl)([Cl:3])=O.[NH2:5][C@:6]([CH3:12])([CH2:10][CH3:11])[C:7]([OH:9])=[O:8].[CH3:13]O. No catalyst specified. The product is [ClH:3].[CH3:13][O:8][C:7](=[O:9])[C@@:6]([NH2:5])([CH3:12])[CH2:10][CH3:11]. The yield is 1.00. (2) The reactants are [F:1][C:2]1[C:7]([O:8][CH:9]([CH3:11])[CH3:10])=[CH:6][C:5]([CH2:12][C:13](OCC)=[O:14])=[C:4]([N+:18]([O-])=O)[CH:3]=1. The catalyst is CC(O)=O.[Fe]. The product is [F:1][C:2]1[CH:3]=[C:4]2[C:5]([CH2:12][C:13](=[O:14])[NH:18]2)=[CH:6][C:7]=1[O:8][CH:9]([CH3:11])[CH3:10]. The yield is 0.370. (3) The yield is 0.360. The reactants are [Li+].CC([N-]C(C)C)C.[Br:9][C:10]1[CH:15]=[CH:14][C:13]([CH2:16][CH2:17][CH3:18])=[C:12]([F:19])[CH:11]=1.CN([CH:23]=[O:24])C. The product is [Br:9][C:10]1[C:11]([CH:23]=[O:24])=[C:12]([F:19])[C:13]([CH2:16][CH2:17][CH3:18])=[CH:14][CH:15]=1. The catalyst is C1COCC1. (4) The reactants are [F:1][C:2]1[CH:3]=[C:4]([C@H:9]2[CH2:13][CH2:12][CH2:11][N:10]2[C:14]2[CH:19]=[CH:18][N:17]3[N:20]=[CH:21][C:22]([C:23]([O:25][CH2:26][CH3:27])=[O:24])=[C:16]3[N:15]=2)[CH:5]=[C:6]([OH:8])[CH:7]=1.Cl.Cl[CH2:30][CH2:31][N:32]1[CH2:37][CH2:36][O:35][CH2:34][CH2:33]1.C([O-])([O-])=O.[K+].[K+]. The catalyst is CN(C=O)C. The product is [F:1][C:2]1[CH:3]=[C:4]([C@H:9]2[CH2:13][CH2:12][CH2:11][N:10]2[C:14]2[CH:19]=[CH:18][N:17]3[N:20]=[CH:21][C:22]([C:23]([O:25][CH2:26][CH3:27])=[O:24])=[C:16]3[N:15]=2)[CH:5]=[C:6]([O:8][CH2:30][CH2:31][N:32]2[CH2:37][CH2:36][O:35][CH2:34][CH2:33]2)[CH:7]=1. The yield is 1.00. (5) The reactants are [C:1]([O:5][C:6]([NH:8][CH:9]([C:15]([O:17][CH2:18][CH3:19])=[O:16])[C:10]([O:12][CH2:13][CH3:14])=[O:11])=[O:7])([CH3:4])([CH3:3])[CH3:2].C(=O)([O-])[O-].[K+].[K+].Br[CH2:27][C:28]([O:30][CH2:31][CH3:32])=[O:29].Cl. The catalyst is CN(C=O)C. The product is [C:1]([O:5][C:6]([NH:8][C:9]([C:10]([O:12][CH2:13][CH3:14])=[O:11])([CH2:27][C:28]([O:30][CH2:31][CH3:32])=[O:29])[C:15]([O:17][CH2:18][CH3:19])=[O:16])=[O:7])([CH3:4])([CH3:2])[CH3:3]. The yield is 0.790. (6) The reactants are [Cl:1][C:2]1[N:11]=[C:10]([CH3:12])[C:9]2[NH:8][CH2:7][CH:6]3[CH2:13][O:14][CH2:15][CH2:16][N:5]3[C:4]=2[N:3]=1.[CH3:17][C:18]([CH3:21])([O-])[CH3:19].[Na+].BrCC1CC1. The catalyst is CS(C)=O. The product is [Cl:1][C:2]1[N:11]=[C:10]([CH3:12])[C:9]2[N:8]([CH2:17][CH:18]3[CH2:21][CH2:19]3)[CH2:7][CH:6]3[CH2:13][O:14][CH2:15][CH2:16][N:5]3[C:4]=2[N:3]=1. The yield is 0.180. (7) The reactants are Br[C:2]1[CH:10]=[C:9]([C:11]([F:14])([F:13])[F:12])[CH:8]=[C:7]2[C:3]=1[CH:4]=[N:5][NH:6]2.[CH3:15][O:16][C:17]1[CH:22]=[CH:21][C:20]([C:23]([O:25][CH3:26])=[O:24])=[CH:19][C:18]=1B(O)O. The catalyst is O1CCOCC1.C([O-])(O)=O.[Na+].C1C=CC(P(C2C=CC=CC=2)[C-]2C=CC=C2)=CC=1.C1C=CC(P(C2C=CC=CC=2)[C-]2C=CC=C2)=CC=1.Cl[Pd]Cl.[Fe+2]. The product is [CH3:15][O:16][C:17]1[CH:22]=[CH:21][C:20]([C:23]([O:25][CH3:26])=[O:24])=[CH:19][C:18]=1[C:2]1[CH:10]=[C:9]([C:11]([F:14])([F:13])[F:12])[CH:8]=[C:7]2[C:3]=1[CH:4]=[N:5][NH:6]2. The yield is 0.710. (8) The reactants are I[C:2]1[CH:7]=[CH:6][N:5]=[C:4]([C:8]([CH3:12])([CH3:11])[C:9]#[N:10])[CH:3]=1.CC1(C)C(C)(C)OB(B2OC(C)(C)C(C)(C)O2)O1.C([O-])(=O)C.[K+].[NH2:36][C:37]1[C:38]([C:44]([NH:46][NH2:47])=[O:45])=[N:39][C:40](Br)=[CH:41][N:42]=1.C(=O)([O-])[O-].[K+].[K+].ClCCl. The catalyst is O1CCOCC1.C1C=CC(P(C2C=CC=CC=2)[C-]2C=CC=C2)=CC=1.C1C=CC(P(C2C=CC=CC=2)[C-]2C=CC=C2)=CC=1.Cl[Pd]Cl.[Fe+2].O. The product is [NH2:36][C:37]1[C:38]([C:44]([NH:46][NH2:47])=[O:45])=[N:39][C:40]([C:2]2[CH:7]=[CH:6][N:5]=[C:4]([C:8]([C:9]#[N:10])([CH3:12])[CH3:11])[CH:3]=2)=[CH:41][N:42]=1. The yield is 0.571.